From a dataset of Full USPTO retrosynthesis dataset with 1.9M reactions from patents (1976-2016). Predict the reactants needed to synthesize the given product. (1) Given the product [CH3:2][C:1]([O:5][C@@H:6]1[C:12]2[CH:13]=[CH:14][CH:15]=[CH:16][C:11]=2[N:10]([C:17]([NH2:19])=[O:18])[C:9]2[CH:20]=[CH:21][CH:22]=[CH:23][C:8]=2[CH2:7]1)=[O:3], predict the reactants needed to synthesize it. The reactants are: [C:1](Cl)(=[O:3])[CH3:2].[OH:5][C@@H:6]1[C:12]2[CH:13]=[CH:14][CH:15]=[CH:16][C:11]=2[N:10]([C:17]([NH2:19])=[O:18])[C:9]2[CH:20]=[CH:21][CH:22]=[CH:23][C:8]=2[CH2:7]1.N1C=CC=CC=1. (2) Given the product [C:24]([O:23][C:21]([N:28]1[CH2:33][CH2:32][N:31]([C:18]([C:4]2[C:5]3[C:10]([I:11])=[N:9][N:8]([CH:12]4[CH2:17][CH2:16][CH2:15][CH2:14][O:13]4)[C:6]=3[N:7]=[C:2]([Cl:1])[CH:3]=2)=[O:20])[CH2:30][CH2:29]1)=[O:22])([CH3:27])([CH3:25])[CH3:26], predict the reactants needed to synthesize it. The reactants are: [Cl:1][C:2]1[CH:3]=[C:4]([C:18]([OH:20])=O)[C:5]2[C:10]([I:11])=[N:9][N:8]([CH:12]3[CH2:17][CH2:16][CH2:15][CH2:14][O:13]3)[C:6]=2[N:7]=1.[C:21]([N:28]1[CH2:33][CH2:32][NH:31][CH2:30][CH2:29]1)([O:23][C:24]([CH3:27])([CH3:26])[CH3:25])=[O:22].ON1C2C=CC=CC=2N=N1.Cl.CN(C)CCCN=C=NCC. (3) The reactants are: [OH:1][C@@:2]1([C:13]([OH:15])=[O:14])[C:10]2[CH:9]=[CH:8][S:7][C:6]=2[C@@H:5]([OH:11])[C@H:4]([OH:12])[CH2:3]1.[K+].[Br-].[CH2:18]1[CH2:22]OC[CH2:19]1. Given the product [OH:1][C@@:2]1([C:13]([OH:15])=[O:14])[C:10]2[CH:9]=[C:8](/[CH:19]=[CH:18]/[CH3:22])[S:7][C:6]=2[C@@H:5]([OH:11])[C@H:4]([OH:12])[CH2:3]1, predict the reactants needed to synthesize it. (4) Given the product [CH2:12]=[CH:11][CH:10]([OH:18])[C:9]#[C:8][C:7]#[C:6][CH3:5], predict the reactants needed to synthesize it. The reactants are: C=C[C@H](O)C#[C:5][C:6]#[C:7][CH2:8][C@H:9](O)[C@@H:10]([OH:18])[CH2:11][CH2:12]CCCCC.C(Cl)(Cl)Cl. (5) Given the product [CH3:1][O:2][CH2:3][CH2:4][N:5]1[CH:9]=[CH:8][C:7]([NH:10][C:11]([C:13]2[C:18]([NH:19][C:22]3[CH:27]=[C:26]([F:28])[CH:25]=[C:24]([F:29])[CH:23]=3)=[CH:17][CH:16]=[C:15]([CH3:20])[N:14]=2)=[O:12])=[N:6]1, predict the reactants needed to synthesize it. The reactants are: [CH3:1][O:2][CH2:3][CH2:4][N:5]1[CH:9]=[CH:8][C:7]([NH:10][C:11]([C:13]2[C:18]([NH2:19])=[CH:17][CH:16]=[C:15]([CH3:20])[N:14]=2)=[O:12])=[N:6]1.Br[C:22]1[CH:27]=[C:26]([F:28])[CH:25]=[C:24]([F:29])[CH:23]=1. (6) The reactants are: [CH2:1]([C:3]1[N:7]([C:8]2[C:16]3[O:15][CH2:14][C@@H:13]([N:17]([C:32](=[O:37])[C:33]([F:36])([F:35])[F:34])[C:18]4[CH:31]=[CH:30][C:21]5[C@H:22]([CH2:25][C:26]([O:28][CH3:29])=[O:27])[CH2:23][O:24][C:20]=5[CH:19]=4)[C:12]=3[CH:11]=[CH:10][CH:9]=2)[C:6]2[CH:38]=[CH:39][CH:40]=[C:41]([OH:42])[C:5]=2[N:4]=1)[CH3:2].C1(C)C=CC(S(O[CH2:53][CH2:54][CH2:55][S:56]([CH3:59])(=[O:58])=[O:57])(=O)=O)=CC=1.C(=O)([O-])[O-].[K+].[K+]. Given the product [CH2:1]([C:3]1[N:7]([C:8]2[C:16]3[O:15][CH2:14][C@@H:13]([N:17]([C:32](=[O:37])[C:33]([F:35])([F:36])[F:34])[C:18]4[CH:31]=[CH:30][C:21]5[C@H:22]([CH2:25][C:26]([O:28][CH3:29])=[O:27])[CH2:23][O:24][C:20]=5[CH:19]=4)[C:12]=3[CH:11]=[CH:10][CH:9]=2)[C:6]2[CH:38]=[CH:39][CH:40]=[C:41]([O:42][CH2:53][CH2:54][CH2:55][S:56]([CH3:59])(=[O:58])=[O:57])[C:5]=2[N:4]=1)[CH3:2], predict the reactants needed to synthesize it. (7) Given the product [Cl:10][C:11]1[N:15]2[N:16]=[C:17]([O:9][CH:3]3[CH2:8][CH2:7][CH2:6][CH2:5][CH2:4]3)[CH:18]=[CH:19][C:14]2=[N:13][N:12]=1, predict the reactants needed to synthesize it. The reactants are: [H-].[Na+].[CH:3]1([OH:9])[CH2:8][CH2:7][CH2:6][CH2:5][CH2:4]1.[Cl:10][C:11]1[N:15]2[N:16]=[C:17](Cl)[CH:18]=[CH:19][C:14]2=[N:13][N:12]=1.O.